This data is from Reaction yield outcomes from USPTO patents with 853,638 reactions. The task is: Predict the reaction yield, written as a fraction of the theoretical maximum amount of product (1.0 means a 100% yield; for example, 0.34 means a 34% yield). (1) The reactants are [Cl:1][C:2]1[CH:3]=[C:4]([CH:30]=[O:31])[C:5]2[C:6]([CH:29]=1)=[N:7][N:8]([CH2:10][C:11]([NH:15][C:16](=[O:28])[C:17]1[CH:22]=[CH:21][C:20]([O:23][C:24]([F:27])([F:26])[F:25])=[CH:19][CH:18]=1)([C:13]#[N:14])[CH3:12])[N:9]=2.C(O[BH-](OC(=O)C)OC(=O)C)(=O)C.[Na+]. The catalyst is C(O)C. The product is [Cl:1][C:2]1[CH:3]=[C:4]([CH2:30][OH:31])[C:5]2[C:6]([CH:29]=1)=[N:7][N:8]([CH2:10][C:11]([NH:15][C:16](=[O:28])[C:17]1[CH:18]=[CH:19][C:20]([O:23][C:24]([F:25])([F:27])[F:26])=[CH:21][CH:22]=1)([C:13]#[N:14])[CH3:12])[N:9]=2. The yield is 0.670. (2) The reactants are N(C(OCC)=O)=NC(OCC)=O.[F:13][C:14]1[C:22]([O:23][C:24]2[C:33]3[C:28](=[CH:29][C:30]([O:35][CH3:36])=[C:31]([OH:34])[CH:32]=3)[N:27]=[CH:26][N:25]=2)=[CH:21][CH:20]=[C:19]2[C:15]=1[CH:16]=[C:17]([CH3:37])[NH:18]2.C1(P(C2C=CC=CC=2)C2C=CC=CC=2)C=CC=CC=1.[C:57]([N:60]1[CH2:65][CH2:64][N:63]([CH2:66][CH2:67][CH2:68]O)[CH2:62][CH2:61]1)(=[O:59])[CH3:58]. The catalyst is C(Cl)Cl. The product is [C:57]([N:60]1[CH2:65][CH2:64][N:63]([CH2:66][CH2:67][CH2:68][O:34][C:31]2[CH:32]=[C:33]3[C:28](=[CH:29][C:30]=2[O:35][CH3:36])[N:27]=[CH:26][N:25]=[C:24]3[O:23][C:22]2[C:14]([F:13])=[C:15]3[C:19](=[CH:20][CH:21]=2)[NH:18][C:17]([CH3:37])=[CH:16]3)[CH2:62][CH2:61]1)(=[O:59])[CH3:58]. The yield is 0.600. (3) The reactants are [NH2:1][C:2]1[CH:3]=[CH:4][C:5]([NH:8][C:9]([N:11]2[CH2:15][CH2:14][CH2:13][CH2:12]2)=[O:10])=[N:6][CH:7]=1.C(N(CC)CC)C.[Cl:23][C:24]1[C:29]([C:30](Cl)=[O:31])=[C:28]([F:33])[C:27]([NH:34][S:35]([CH2:38][CH2:39][CH3:40])(=[O:37])=[O:36])=[CH:26][CH:25]=1. The catalyst is O1CCCC1.C(OCC)(=O)C. The product is [Cl:23][C:24]1[C:29]([C:30]([NH:1][C:2]2[CH:3]=[CH:4][C:5]([NH:8][C:9]([N:11]3[CH2:15][CH2:14][CH2:13][CH2:12]3)=[O:10])=[N:6][CH:7]=2)=[O:31])=[C:28]([F:33])[C:27]([NH:34][S:35]([CH2:38][CH2:39][CH3:40])(=[O:37])=[O:36])=[CH:26][CH:25]=1. The yield is 0.0300.